Dataset: Reaction yield outcomes from USPTO patents with 853,638 reactions. Task: Predict the reaction yield, written as a fraction of the theoretical maximum amount of product (1.0 means a 100% yield; for example, 0.34 means a 34% yield). (1) The reactants are [CH3:1][O:2][C:3]([CH:5]([CH2:9][C:10]1[CH:15]=[CH:14][C:13]([O:16][CH2:17][CH2:18][O:19][C:20]2[CH:29]=[CH:28][C:27]3[CH2:26][CH2:25][CH2:24][CH2:23][C:22]=3[CH:21]=2)=[CH:12][CH:11]=1)[C:6](O)=[O:7])=[O:4].S(Cl)(Cl)=O.[NH3:34]. The catalyst is C1C=CC=CC=1.C(OCC)(=O)C. The product is [C:6]([CH:5]([CH2:9][C:10]1[CH:15]=[CH:14][C:13]([O:16][CH2:17][CH2:18][O:19][C:20]2[CH:29]=[CH:28][C:27]3[CH2:26][CH2:25][CH2:24][CH2:23][C:22]=3[CH:21]=2)=[CH:12][CH:11]=1)[C:3]([O:2][CH3:1])=[O:4])(=[O:7])[NH2:34]. The yield is 0.520. (2) The reactants are [C:1]([N:6]1[C@H:10]([C:11]2[CH:16]=[CH:15][CH:14]=[CH:13][CH:12]=2)[CH2:9][O:8][C:7]1=[O:17])(=[O:5])/[CH:2]=[CH:3]/[CH3:4].[CH2:18]([N:25](C[Si](C)(C)C)[CH2:26]OC)[C:19]1[CH:24]=[CH:23][CH:22]=[CH:21][CH:20]=1.[C:34](O)(C(F)(F)F)=O. The catalyst is C1(C)C=CC=CC=1.C(Cl)Cl. The product is [CH2:18]([N:25]1[CH2:4][C@@H:3]([CH3:34])[C@H:2]([C:1]([N:6]2[C@H:10]([C:11]3[CH:12]=[CH:13][CH:14]=[CH:15][CH:16]=3)[CH2:9][O:8][C:7]2=[O:17])=[O:5])[CH2:26]1)[C:19]1[CH:24]=[CH:23][CH:22]=[CH:21][CH:20]=1.[CH2:18]([N:25]1[CH2:4][C@H:3]([CH3:34])[C@@H:2]([C:1]([N:6]2[C@H:10]([C:11]3[CH:12]=[CH:13][CH:14]=[CH:15][CH:16]=3)[CH2:9][O:8][C:7]2=[O:17])=[O:5])[CH2:26]1)[C:19]1[CH:24]=[CH:23][CH:22]=[CH:21][CH:20]=1. The yield is 0.640. (3) The reactants are C1(P(C2C=CC=CC=2)C2C3OC4C(=CC=CC=4P(C4C=CC=CC=4)C4C=CC=CC=4)C(C)(C)C=3C=CC=2)C=CC=CC=1.[NH2:43][C:44]1[CH:52]=[C:51]2[C:47]([C:48]([CH3:62])([CH3:61])[C:49](=[O:60])[N:50]2[C:53]([O:55][C:56]([CH3:59])([CH3:58])[CH3:57])=[O:54])=[CH:46][CH:45]=1.Br[C:64]1[N:80]=[C:67]2[CH:68]=[CH:69][CH:70]=[C:71]([C:72]([CH:74]3[CH2:79][CH2:78][O:77][CH2:76][CH2:75]3)=[O:73])[N:66]2[N:65]=1.C(=O)([O-])[O-].[K+].[K+]. The catalyst is O1CCOCC1.C(OCC)(=O)C.O.C1C=CC(/C=C/C(/C=C/C2C=CC=CC=2)=O)=CC=1.C1C=CC(/C=C/C(/C=C/C2C=CC=CC=2)=O)=CC=1.C1C=CC(/C=C/C(/C=C/C2C=CC=CC=2)=O)=CC=1.[Pd].[Pd]. The product is [CH3:61][C:48]1([CH3:62])[C:47]2[C:51](=[CH:52][C:44]([NH:43][C:64]3[N:80]=[C:67]4[CH:68]=[CH:69][CH:70]=[C:71]([C:72]([CH:74]5[CH2:79][CH2:78][O:77][CH2:76][CH2:75]5)=[O:73])[N:66]4[N:65]=3)=[CH:45][CH:46]=2)[N:50]([C:53]([O:55][C:56]([CH3:57])([CH3:59])[CH3:58])=[O:54])[C:49]1=[O:60]. The yield is 0.670. (4) The yield is 0.980. The product is [NH2:13][CH2:12][C@H:10]([OH:11])[CH2:9][O:8][CH2:1][C:2]1[CH:7]=[CH:6][CH:5]=[CH:4][CH:3]=1. The reactants are [CH2:1]([O:8][CH2:9][C@@H:10]1[CH2:12][O:11]1)[C:2]1[CH:7]=[CH:6][CH:5]=[CH:4][CH:3]=1.[NH4+:13].[OH-]. The catalyst is O. (5) The reactants are [C:1]([O:5][C:6]([NH:8][C@@H:9]([CH2:13][CH2:14][CH2:15][C:16]([O:18][CH3:19])=[O:17])[C:10](O)=[O:11])=[O:7])([CH3:4])([CH3:3])[CH3:2].CCN(CC)CC.ClC(OCC(C)C)=O.[BH4-].[Na+]. The catalyst is C1COCC1.O. The product is [C:1]([O:5][C:6]([NH:8][C@H:9]([CH2:10][OH:11])[CH2:13][CH2:14][CH2:15][C:16]([O:18][CH3:19])=[O:17])=[O:7])([CH3:2])([CH3:4])[CH3:3]. The yield is 0.900. (6) The product is [C:35]([N:8]1[CH2:9][CH2:10][CH:11]([NH:12][S:13]([C:16]2[CH:17]=[CH:18][C:19]([O:22][CH2:23][C:24]3[C:33]4[C:28](=[CH:29][CH:30]=[CH:31][CH:32]=4)[N:27]=[C:26]([CH3:34])[CH:25]=3)=[CH:20][CH:21]=2)(=[O:15])=[O:14])[CH:6]([C:4]([OH:5])=[O:3])[CH2:7]1)(=[O:37])[CH3:36]. The catalyst is O1CCOCC1. The reactants are C([O:3][C:4]([CH:6]1[CH:11]([NH:12][S:13]([C:16]2[CH:21]=[CH:20][C:19]([O:22][CH2:23][C:24]3[C:33]4[C:28](=[CH:29][CH:30]=[CH:31][CH:32]=4)[N:27]=[C:26]([CH3:34])[CH:25]=3)=[CH:18][CH:17]=2)(=[O:15])=[O:14])[CH2:10][CH2:9][N:8]([C:35](=[O:37])[CH3:36])[CH2:7]1)=[O:5])C.Cl. The yield is 0.701. (7) The reactants are [CH3:1][C:2]([O:5][C:6]([NH:8][C@H:9]([C:21](O)=[O:22])[CH2:10][C:11]1[CH:16]=[CH:15][C:14]([C:17]([F:20])([F:19])[F:18])=[CH:13][CH:12]=1)=[O:7])([CH3:4])[CH3:3].[CH3:24][C:25]1([CH3:33])[O:30][C:29](=[O:31])[CH2:28][C:27](=[O:32])[O:26]1.C1(N=C=NC2CCCCC2)CCCCC1. The catalyst is CN(C)C1C=CN=CC=1.C(Cl)Cl. The product is [CH3:24][C:25]1([CH3:33])[O:30][C:29](=[O:31])[CH:28]([C:21](=[O:22])[C@@H:9]([NH:8][C:6](=[O:7])[O:5][C:2]([CH3:4])([CH3:3])[CH3:1])[CH2:10][C:11]2[CH:12]=[CH:13][C:14]([C:17]([F:20])([F:19])[F:18])=[CH:15][CH:16]=2)[C:27](=[O:32])[O:26]1. The yield is 0.950. (8) The reactants are [C:1]([C:4]1[C:22](=[O:23])[C@@:8]2([CH3:24])[C:9]3[C:15]([OH:16])=[CH:14][C:13]([O:17][CH3:18])=[C:12]([C:19]([NH2:21])=[O:20])[C:10]=3[O:11][C:7]2=[CH:6][C:5]=1[OH:25])(=[O:3])[CH3:2].[CH:26]([C:28]1[C:33]([CH3:34])=[CH:32][C:31]([NH:35][S:36]([CH3:39])(=[O:38])=[O:37])=[CH:30][C:29]=1[CH3:40])=O.C([SiH](CC)CC)C.FC(F)(F)C(O)=O. The catalyst is C(#N)C. The product is [C:1]([C:4]1[C:22](=[O:23])[C@@:8]2([CH3:24])[C:9]3[C:15]([OH:16])=[CH:14][C:13]([O:17][CH3:18])=[C:12]([C:19]([NH:21][CH2:26][C:28]4[C:33]([CH3:34])=[CH:32][C:31]([NH:35][S:36]([CH3:39])(=[O:38])=[O:37])=[CH:30][C:29]=4[CH3:40])=[O:20])[C:10]=3[O:11][C:7]2=[CH:6][C:5]=1[OH:25])(=[O:3])[CH3:2]. The yield is 0.770. (9) The reactants are [OH:1][CH2:2][C:3]1[CH:4]=[CH:5][C:6]2[S:12][CH2:11][CH2:10][C:9](=[O:13])[NH:8][C:7]=2[CH:14]=1.ClCCl.CC(OI1(OC(C)=O)(OC(C)=O)OC(=O)C2C=CC=CC1=2)=O. The catalyst is C(OCC)(=O)C. The product is [O:13]=[C:9]1[CH2:10][CH2:11][S:12][C:6]2[CH:5]=[CH:4][C:3]([CH:2]=[O:1])=[CH:14][C:7]=2[NH:8]1. The yield is 0.790. (10) The product is [C:1]([O:5][C:6]([N:8]1[CH2:11][CH2:10][C@H:9]1[C:12]([NH:28][C:29]1[CH:34]=[CH:33][CH:32]=[CH:31][CH:30]=1)=[O:14])=[O:7])([CH3:2])([CH3:3])[CH3:4]. The reactants are [C:1]([O:5][C:6]([N:8]1[CH2:11][CH2:10][C@H:9]1[C:12]([OH:14])=O)=[O:7])([CH3:4])([CH3:3])[CH3:2].C(N(CC)CC)C.C(Cl)(=O)OCC.[NH2:28][C:29]1[CH:34]=[CH:33][CH:32]=[CH:31][CH:30]=1. The yield is 0.930. The catalyst is O1CCCC1.